Dataset: Full USPTO retrosynthesis dataset with 1.9M reactions from patents (1976-2016). Task: Predict the reactants needed to synthesize the given product. (1) Given the product [Cl:34][C:26]1[CH:25]=[C:24]([C@@H:16]([CH2:17][C@H:18]2[CH2:22][CH2:21][C:20](=[O:23])[CH2:19]2)[C:15]([NH:14][C:11]2[CH:12]=[CH:13][N:9]([CH2:8][CH2:7][OH:6])[N:10]=2)=[O:35])[CH:29]=[CH:28][C:27]=1[S:30]([CH3:33])(=[O:32])=[O:31], predict the reactants needed to synthesize it. The reactants are: C([Si](C)(C)[O:6][CH2:7][CH2:8][N:9]1[CH:13]=[CH:12][C:11]([NH:14][C:15](=[O:35])[C@@H:16]([C:24]2[CH:29]=[CH:28][C:27]([S:30]([CH3:33])(=[O:32])=[O:31])=[C:26]([Cl:34])[CH:25]=2)[CH2:17][C@H:18]2[CH2:22][CH2:21][C:20](=[O:23])[CH2:19]2)=[N:10]1)(C)(C)C.O1CCCC1.O. (2) Given the product [Cl:1][C:2]1[CH:17]=[CH:16][C:5]([C:6]2[S:7][C:14]3[CH:13]=[C:12]([CH3:15])[CH:11]=[CH:10][C:9]=3[N:8]=2)=[CH:4][C:3]=1[C:18]([F:21])([F:19])[F:20], predict the reactants needed to synthesize it. The reactants are: [Cl:1][C:2]1[CH:17]=[CH:16][C:5]([C:6]([NH:8][C:9]2[CH:14]=[CH:13][C:12]([CH3:15])=[CH:11][CH:10]=2)=[S:7])=[CH:4][C:3]=1[C:18]([F:21])([F:20])[F:19].